This data is from CYP2D6 substrate classification data from Carbon-Mangels et al.. The task is: Regression/Classification. Given a drug SMILES string, predict its absorption, distribution, metabolism, or excretion properties. Task type varies by dataset: regression for continuous measurements (e.g., permeability, clearance, half-life) or binary classification for categorical outcomes (e.g., BBB penetration, CYP inhibition). Dataset: cyp2d6_substrate_carbonmangels. (1) The drug is O=C(C1CCCCC1)N1CC(=O)N2CCc3ccccc3[C@H]2C1. The result is 1 (substrate). (2) The result is 0 (non-substrate). The compound is O=C1Nc2ccc(Cl)cc2[C@@](C#CC2CC2)(C(F)(F)F)O1. (3) The compound is CC(C)(C)NC(=O)[C@@H]1CN(Cc2cccnc2)CCN1C[C@@H](O)C[C@@H](Cc1ccccc1)C(=O)N[C@H]1c2ccccc2C[C@H]1O. The result is 1 (substrate). (4) The drug is COc1ccc2c3c1O[C@H]1C(=O)CC[C@@]4(O)[C@@H](C2)N(C)CC[C@]314. The result is 1 (substrate). (5) The drug is O=[P@]1(N(CCCl)CCCl)NCCCO1. The result is 1 (substrate). (6) The compound is CN1C(C(=O)Nc2ccccn2)=C(O)c2sccc2S1(=O)=O. The result is 0 (non-substrate).